Dataset: Forward reaction prediction with 1.9M reactions from USPTO patents (1976-2016). Task: Predict the product of the given reaction. (1) Given the reactants [Na].CC1C(C[S:23]([C:25]2[NH:29][C:28]3[CH:30]=[CH:31][CH:32]=[CH:33][C:27]=3[N:26]=2)=O)=NC=CC=1OCC1(C)OCC2(OCCO2)CO1.C[C:35]1(C)[O:40]CC(COC2C=CN=C(CO)C=2C)C[O:36]1, predict the reaction product. The product is: [O:36]1[C:31]2[C:32](=[CH:33][C:27]3[NH:26][C:25]([SH:23])=[N:29][C:28]=3[CH:30]=2)[O:40][CH2:35]1. (2) Given the reactants [Cl:1][C:2]1[CH:7]=[CH:6][C:5]([C:8]2[C:12]([CH2:13][O:14][C:15]3[CH:23]=[CH:22][C:18]([C:19]([OH:21])=O)=[CH:17][N:16]=3)=[C:11]([CH3:24])[O:10][N:9]=2)=[CH:4][CH:3]=1.[CH3:25][N:26]1[CH:30]=[C:29]([NH2:31])[CH:28]=[N:27]1.O.ON1C2C=CC=CC=2N=N1.C(N(C(C)C)C(C)C)C, predict the reaction product. The product is: [Cl:1][C:2]1[CH:3]=[CH:4][C:5]([C:8]2[C:12]([CH2:13][O:14][C:15]3[CH:23]=[CH:22][C:18]([C:19]([NH:31][C:29]4[CH:28]=[N:27][N:26]([CH3:25])[CH:30]=4)=[O:21])=[CH:17][N:16]=3)=[C:11]([CH3:24])[O:10][N:9]=2)=[CH:6][CH:7]=1.